The task is: Predict the reactants needed to synthesize the given product.. This data is from Retrosynthesis with 50K atom-mapped reactions and 10 reaction types from USPTO. (1) Given the product N#Cc1cc(F)ccc1Oc1ccc2[nH]ncc2c1, predict the reactants needed to synthesize it. The reactants are: CC(=O)n1ncc2cc(Oc3ccc(F)cc3C#N)ccc21. (2) Given the product O=C(Nc1ccc2[nH]nc(-c3ccc(OC4CCN(C5COC5)CC4)cc3)c2c1)C(c1ccsc1)N1CCCC1, predict the reactants needed to synthesize it. The reactants are: CC1(C)OB(c2ccc(OC3CCN(C4COC4)CC3)cc2)OC1(C)C.O=C(Nc1ccc2[nH]nc(I)c2c1)C(c1ccsc1)N1CCCC1. (3) Given the product CC1CC(=O)NN=C1c1ccc(-n2ccc(CN(C)C)c2)cc1, predict the reactants needed to synthesize it. The reactants are: CC1CC(=O)NN=C1c1ccc(-n2ccc(C=O)c2)cc1.CNC.